Dataset: Full USPTO retrosynthesis dataset with 1.9M reactions from patents (1976-2016). Task: Predict the reactants needed to synthesize the given product. Given the product [F:50][C:51]1[CH:56]=[CH:55][C:54]([NH:57][NH:58][C:10](=[O:12])[C:9]2[CH:13]=[C:14]([C:15]3[O:16][CH:17]=[CH:18][CH:19]=3)[C:6]([O:5][CH:1]3[CH2:2][CH2:3][CH2:4]3)=[N:7][CH:8]=2)=[CH:53][CH:52]=1, predict the reactants needed to synthesize it. The reactants are: [CH:1]1([O:5][C:6]2[C:14]([C:15]3[O:16][CH:17]=[CH:18][CH:19]=3)=[CH:13][C:9]([C:10]([OH:12])=O)=[CH:8][N:7]=2)[CH2:4][CH2:3][CH2:2]1.CN(C(ON1N=NC2C=CC=CC1=2)=[N+](C)C)C.[B-](F)(F)(F)F.C(NC(C)C)(C)C.Cl.[F:50][C:51]1[CH:56]=[CH:55][C:54]([NH:57][NH2:58])=[CH:53][CH:52]=1.Cl.